From a dataset of Catalyst prediction with 721,799 reactions and 888 catalyst types from USPTO. Predict which catalyst facilitates the given reaction. (1) Reactant: C(OC([N:8]1[CH2:17][C:16]([CH3:19])([CH3:18])[C:15]2[C:10](=[CH:11][C:12]([NH:20][C:21](=[O:38])[C:22]3[CH:27]=[CH:26][CH:25]=[CH:24][C:23]=3[NH:28][CH:29]([C:31]3[CH:36]=[CH:35][N:34]=[C:33]([NH2:37])[N:32]=3)[CH3:30])=[CH:13][CH:14]=2)[CH2:9]1)=O)(C)(C)C.C(O)(C(F)(F)F)=O.[OH-].[Na+]. Product: [NH2:37][C:33]1[N:32]=[C:31]([CH:29]([NH:28][C:23]2[CH:24]=[CH:25][CH:26]=[CH:27][C:22]=2[C:21]([NH:20][C:12]2[CH:11]=[C:10]3[C:15]([C:16]([CH3:19])([CH3:18])[CH2:17][NH:8][CH2:9]3)=[CH:14][CH:13]=2)=[O:38])[CH3:30])[CH:36]=[CH:35][N:34]=1. The catalyst class is: 2. (2) Reactant: [C:1]([C:3]1[CH:8]=[CH:7][C:6]([C:9]2[N:13]3[CH:14]=[C:15]([C:18]4[CH:40]=[CH:39][C:21]([C:22]([N:24]5[CH2:29][CH2:28][C:27]([NH:31]C(=O)OC(C)(C)C)([CH3:30])[CH2:26][CH2:25]5)=[O:23])=[C:20]([F:41])[CH:19]=4)[N:16]=[CH:17][C:12]3=[N:11][CH:10]=2)=[CH:5][CH:4]=1)#[N:2]. Product: [NH2:31][C:27]1([CH3:30])[CH2:26][CH2:25][N:24]([C:22]([C:21]2[CH:39]=[CH:40][C:18]([C:15]3[N:16]=[CH:17][C:12]4[N:13]([C:9]([C:6]5[CH:7]=[CH:8][C:3]([C:1]#[N:2])=[CH:4][CH:5]=5)=[CH:10][N:11]=4)[CH:14]=3)=[CH:19][C:20]=2[F:41])=[O:23])[CH2:29][CH2:28]1. The catalyst class is: 157. (3) Reactant: [F:1][C:2]1[CH:7]=[CH:6][C:5]([C:8](=O)[C:9]([O:11]C)=O)=[CH:4][CH:3]=1.[NH2:14][NH:15][C:16]([NH2:18])=[S:17].[OH-].[K+].[CH3:21]I. Product: [F:1][C:2]1[CH:7]=[CH:6][C:5]([C:8]2[C:9](=[O:11])[NH:18][C:16]([S:17][CH3:21])=[N:15][N:14]=2)=[CH:4][CH:3]=1. The catalyst class is: 72. (4) Reactant: [Li+].C[Si]([N-][Si](C)(C)C)(C)C.[Cl:11][C:12]1[CH:38]=[CH:37][C:15]([CH2:16][N:17]2[C:22](=[O:23])[CH:21]([C:24]3[CH:31]=[CH:30][C:27]([C:28]#[N:29])=[CH:26][C:25]=3[O:32][CH3:33])[N:20]3[CH:34]=[N:35][CH:36]=[C:19]3[CH2:18]2)=[CH:14][CH:13]=1.[CH2:39](I)[CH3:40].[NH4+].[Cl-].O. Product: [Cl:11][C:12]1[CH:13]=[CH:14][C:15]([CH2:16][N:17]2[C:22](=[O:23])[C:21]([C:24]3[CH:31]=[CH:30][C:27]([C:28]#[N:29])=[CH:26][C:25]=3[O:32][CH3:33])([CH2:39][CH3:40])[N:20]3[CH:34]=[N:35][CH:36]=[C:19]3[CH2:18]2)=[CH:37][CH:38]=1. The catalyst class is: 1. (5) Reactant: [C:1]([O:9]CC)(=O)[CH2:2][C:3]([O:5][CH2:6][CH3:7])=[O:4].[H-].[Na+].[H][H].[CH3:16][C:17]1[CH:28]=[CH:27][C:20]2[NH:21]C(=O)[O:23][C:24](=O)[C:19]=2[CH:18]=1.Cl. Product: [CH2:6]([O:5][C:3]([C:2]1[C:1](=[O:9])[NH:21][C:20]2[C:19]([C:24]=1[OH:23])=[CH:18][C:17]([CH3:16])=[CH:28][CH:27]=2)=[O:4])[CH3:7]. The catalyst class is: 44. (6) Reactant: [NH2:1][C@H:2]([C:6]([OH:8])=[O:7])[CH2:3][CH2:4][OH:5].[C:9]([Cl:12])(=[O:11])[CH3:10]. Product: [ClH:12].[C:9]([O:5][CH2:4][CH2:3][C@@H:2]([C:6]([OH:8])=[O:7])[NH2:1])(=[O:11])[CH3:10]. The catalyst class is: 15. (7) Reactant: Cl[C:2]1[C:11]2[C:6](=[CH:7][C:8]([F:13])=[CH:9][C:10]=2[F:12])[N:5]=[C:4]([N:14]2[CH2:19][CH2:18][CH2:17][CH2:16][C:15]2=[O:20])[C:3]=1[CH2:21][CH3:22].[O:23]1[CH2:28][CH2:27][N:26]([C:29]2[CH:30]=[C:31]([NH2:35])[CH:32]=[N:33][CH:34]=2)[CH2:25][CH2:24]1. Product: [CH2:21]([C:3]1[C:4]([N:14]2[CH2:19][CH2:18][CH2:17][CH2:16][C:15]2=[O:20])=[N:5][C:6]2[C:11]([C:2]=1[NH:35][C:31]1[CH:32]=[N:33][CH:34]=[C:29]([N:26]3[CH2:27][CH2:28][O:23][CH2:24][CH2:25]3)[CH:30]=1)=[C:10]([F:12])[CH:9]=[C:8]([F:13])[CH:7]=2)[CH3:22]. The catalyst class is: 11.